This data is from Catalyst prediction with 721,799 reactions and 888 catalyst types from USPTO. The task is: Predict which catalyst facilitates the given reaction. (1) Reactant: [OH:1][CH:2]1[CH2:6][CH2:5][N:4]([C:7]([O:9][C:10]([CH3:13])([CH3:12])[CH3:11])=[O:8])[CH2:3]1.O[C:15]1[CH:16]=[N:17][CH:18]=[CH:19][CH:20]=1.C1(P(C2C=CC=CC=2)C2C=CC=CC=2)C=CC=CC=1.CCOC(/N=N/C(OCC)=O)=O. Product: [N:17]1[CH:18]=[CH:19][CH:20]=[C:15]([O:1][CH:2]2[CH2:6][CH2:5][N:4]([C:7]([O:9][C:10]([CH3:13])([CH3:12])[CH3:11])=[O:8])[CH2:3]2)[CH:16]=1. The catalyst class is: 1. (2) Reactant: COC1C=CC(C[N:8]2[C:12](=[O:13])[C:11]3([CH2:25][C:16]4=[N:17][CH:18]=[C:19]([C:21]([O:23][CH3:24])=[O:22])[CH:20]=[C:15]4[CH2:14]3)[N:10]([CH3:26])[C:9]2=[O:27])=CC=1.[N+]([O-])([O-])=O.[NH4+]. Product: [CH3:26][N:10]1[C:11]2([CH2:25][C:16]3=[N:17][CH:18]=[C:19]([C:21]([O:23][CH3:24])=[O:22])[CH:20]=[C:15]3[CH2:14]2)[C:12](=[O:13])[NH:8][C:9]1=[O:27]. The catalyst class is: 47. (3) Reactant: [NH2:1][CH2:2][C:3]1[C:4]([CH3:20])=[C:5]2[C:9](=[CH:10][C:11]=1[F:12])[CH2:8][N:7]([C:13]([O:15][C:16]([CH3:19])([CH3:18])[CH3:17])=[O:14])[CH2:6]2.Cl[C:22]1[C:23]2[C:24](=[N:28][N:29]([CH2:31][C:32]3[CH:37]=[CH:36][C:35]([CH2:38][N:39]4[CH:44]=[CH:43][CH:42]=[CH:41][C:40]4=[O:45])=[CH:34][CH:33]=3)[CH:30]=2)[N:25]=[CH:26][N:27]=1.CCN(C(C)C)C(C)C. Product: [F:12][C:11]1[CH:10]=[C:9]2[C:5]([CH2:6][N:7]([C:13]([O:15][C:16]([CH3:17])([CH3:19])[CH3:18])=[O:14])[CH2:8]2)=[C:4]([CH3:20])[C:3]=1[CH2:2][NH:1][C:22]1[C:23]2[C:24](=[N:28][N:29]([CH2:31][C:32]3[CH:33]=[CH:34][C:35]([CH2:38][N:39]4[CH:44]=[CH:43][CH:42]=[CH:41][C:40]4=[O:45])=[CH:36][CH:37]=3)[CH:30]=2)[N:25]=[CH:26][N:27]=1. The catalyst class is: 35. (4) The catalyst class is: 8. Reactant: [NH2:1][C:2]1[CH:7]=[C:6]([CH2:8][N:9]([C:16]([O:18][CH2:19][C:20]2[CH:25]=[CH:24][CH:23]=[CH:22][CH:21]=2)=[O:17])[C@H:10]([C:12]([CH3:15])([CH3:14])[CH3:13])[CH3:11])[CH:5]=[CH:4][C:3]=1[NH:26][CH:27]1[CH2:32][CH2:31][CH2:30][N:29]([C:33]([O:35][C:36]([CH3:39])([CH3:38])[CH3:37])=[O:34])[CH2:28]1.[N:40]#[C:41]Br. Product: [CH2:19]([O:18][C:16]([N:9]([CH2:8][C:6]1[CH:5]=[CH:4][C:3]2[N:26]([CH:27]3[CH2:32][CH2:31][CH2:30][N:29]([C:33]([O:35][C:36]([CH3:38])([CH3:37])[CH3:39])=[O:34])[CH2:28]3)[C:41](=[NH:40])[NH:1][C:2]=2[CH:7]=1)[C@H:10]([C:12]([CH3:13])([CH3:14])[CH3:15])[CH3:11])=[O:17])[C:20]1[CH:21]=[CH:22][CH:23]=[CH:24][CH:25]=1.